Dataset: Catalyst prediction with 721,799 reactions and 888 catalyst types from USPTO. Task: Predict which catalyst facilitates the given reaction. (1) Reactant: [F:1][C:2]1[CH:7]=[CH:6][C:5]([CH2:8][C:9]([N:11]=[C:12]=[S:13])=[O:10])=[CH:4][CH:3]=1.C1(C)C=CC=CC=1.[NH2:21][C:22]1[CH:46]=[CH:45][C:25]([O:26][C:27]2[CH:32]=[C:31]([NH:33][C:34]([N:36]3[CH2:40][CH2:39][C@@H:38]([CH2:41][N:42]([CH3:44])[CH3:43])[CH2:37]3)=[O:35])[N:30]=[CH:29][N:28]=2)=[C:24]([F:47])[CH:23]=1.C12(CS(O)(=O)=O)C(C)(C)C(CC1)CC2=O. Product: [CH3:44][N:42]([CH2:41][C@@H:38]1[CH2:39][CH2:40][N:36]([C:34]([NH:33][C:31]2[CH:32]=[C:27]([O:26][C:25]3[CH:45]=[CH:46][C:22]([NH:21][C:12]([NH:11][C:9](=[O:10])[CH2:8][C:5]4[CH:4]=[CH:3][C:2]([F:1])=[CH:7][CH:6]=4)=[S:13])=[CH:23][C:24]=3[F:47])[N:28]=[CH:29][N:30]=2)=[O:35])[CH2:37]1)[CH3:43]. The catalyst class is: 8. (2) Reactant: [N+:1]([CH2:4][CH2:5][C:6]1[NH:7][CH:8]=[CH:9][CH:10]=1)([O-:3])=[O:2].[O:11]=[C:12]([CH:14]=[C:15]([CH3:17])[CH3:16])[CH3:13].[CH2:18]1[CH2:28][CH2:27]N2[C:21](=NCCC2)[CH2:20][CH2:19]1.[CH3:29]C#N. Product: [CH3:29][C:21]1[CH:20]=[CH:19][C:18]([C:10]2[CH:9]=[CH:8][NH:7][C:6]=2[CH2:5][CH:4]([N+:1]([O-:3])=[O:2])[C:15]([CH3:17])([CH3:16])[CH2:14][C:12](=[O:11])[CH3:13])=[CH:28][CH:27]=1. The catalyst class is: 13.